Dataset: NCI-60 drug combinations with 297,098 pairs across 59 cell lines. Task: Regression. Given two drug SMILES strings and cell line genomic features, predict the synergy score measuring deviation from expected non-interaction effect. Drug 1: CC12CCC(CC1=CCC3C2CCC4(C3CC=C4C5=CN=CC=C5)C)O. Drug 2: CS(=O)(=O)CCNCC1=CC=C(O1)C2=CC3=C(C=C2)N=CN=C3NC4=CC(=C(C=C4)OCC5=CC(=CC=C5)F)Cl. Cell line: EKVX. Synergy scores: CSS=5.62, Synergy_ZIP=-1.46, Synergy_Bliss=-0.288, Synergy_Loewe=-5.21, Synergy_HSA=-1.65.